Dataset: TCR-epitope binding with 47,182 pairs between 192 epitopes and 23,139 TCRs. Task: Binary Classification. Given a T-cell receptor sequence (or CDR3 region) and an epitope sequence, predict whether binding occurs between them. The epitope is LVLSVNPYV. The TCR CDR3 sequence is CASSFDKGYEQYF. Result: 0 (the TCR does not bind to the epitope).